This data is from Forward reaction prediction with 1.9M reactions from USPTO patents (1976-2016). The task is: Predict the product of the given reaction. Given the reactants O[CH:2]([C:20]1[C:21]([CH3:30])=[C:22]2[C:26](=[CH:27][CH:28]=1)[C:25](=[O:29])[O:24][CH2:23]2)[CH2:3][N:4]1[CH2:9][CH2:8][N:7]([C:10]([O:12][C:13]([CH3:16])([CH3:15])[CH3:14])=[O:11])[CH2:6][CH:5]1[CH2:17][CH2:18][OH:19].C(C=P(CCCC)(CCCC)CCCC)#N, predict the reaction product. The product is: [CH3:30][C:21]1[C:22]2[CH2:23][O:24][C:25](=[O:29])[C:26]=2[CH:27]=[CH:28][C:20]=1[CH:2]1[CH2:3][N:4]2[CH2:9][CH2:8][N:7]([C:10]([O:12][C:13]([CH3:15])([CH3:16])[CH3:14])=[O:11])[CH2:6][CH:5]2[CH2:17][CH2:18][O:19]1.